From a dataset of Reaction yield outcomes from USPTO patents with 853,638 reactions. Predict the reaction yield, written as a fraction of the theoretical maximum amount of product (1.0 means a 100% yield; for example, 0.34 means a 34% yield). (1) The reactants are C([O:3][C:4](=[O:21])/[CH:5]=[CH:6]/[CH:7]=[CH:8]/[C:9]1[S:13][C:12]2[CH:14]=[CH:15][C:16]([N:18]([CH3:20])[CH3:19])=[CH:17][C:11]=2[CH:10]=1)C.NO.[OH-].[K+].CO.Cl. The catalyst is C1COCC1.O. The product is [CH3:20][N:18]([CH3:19])[C:16]1[CH:15]=[CH:14][C:12]2[S:13][C:9](/[CH:8]=[CH:7]/[CH:6]=[CH:5]/[C:4]([OH:21])=[O:3])=[CH:10][C:11]=2[CH:17]=1. The yield is 0.710. (2) The reactants are C([O:3][CH:4](OCC)[C:5]1[S:6][CH:7]=[C:8]([C:10]([O:12][CH3:13])=[O:11])[N:9]=1)C.Cl. The catalyst is CC(C)=O.C(Cl)Cl. The product is [CH:4]([C:5]1[S:6][CH:7]=[C:8]([C:10]([O:12][CH3:13])=[O:11])[N:9]=1)=[O:3]. The yield is 0.540. (3) The yield is 0.520. The reactants are [CH:1]1([C:4](Cl)=[O:5])[CH2:3][CH2:2]1.FC(F)(F)C(O)=O.[Br:14][C:15]1[CH:16]=[C:17]([N:21]2[C:29]3[CH2:28][CH2:27][NH:26][CH2:25][C:24]=3[C:23]([C:30]([O:32][CH2:33][CH3:34])=[O:31])=[N:22]2)[CH:18]=[CH:19][CH:20]=1.C(N(CC)CC)C. The product is [Br:14][C:15]1[CH:16]=[C:17]([N:21]2[C:29]3[CH2:28][CH2:27][N:26]([C:4]([CH:1]4[CH2:3][CH2:2]4)=[O:5])[CH2:25][C:24]=3[C:23]([C:30]([O:32][CH2:33][CH3:34])=[O:31])=[N:22]2)[CH:18]=[CH:19][CH:20]=1. The catalyst is C1COCC1. (4) The reactants are [NH2:1][C:2]1[N:7]=[CH:6][C:5]([C:8]([O:10][CH3:11])=[O:9])=[CH:4][CH:3]=1.O.O=[CH:14]C(O)=O.Cl(O)(=O)(=O)=O.[N+:23]([C:25]([CH3:28])([CH3:27])[CH3:26])#[C-:24]. The catalyst is CO. The product is [CH3:11][O:10][C:8]([C:5]1[CH:4]=[CH:3][C:2]2[N:7]([C:24]([NH:23][C:25]([CH3:28])([CH3:27])[CH3:26])=[CH:14][N:1]=2)[CH:6]=1)=[O:9]. The yield is 0.140.